Dataset: Full USPTO retrosynthesis dataset with 1.9M reactions from patents (1976-2016). Task: Predict the reactants needed to synthesize the given product. (1) The reactants are: C[SiH](C)C1C=CC=CC=1.[CH2:10]([N:17]1[CH2:23][CH2:22][CH2:21][CH2:20][CH2:19][C:18]1=O)[C:11]1[CH:16]=[CH:15][CH:14]=[CH:13][CH:12]=1. Given the product [CH2:10]([N:17]1[CH2:23][CH2:22][CH2:21][CH2:20][CH2:19][CH2:18]1)[C:11]1[CH:16]=[CH:15][CH:14]=[CH:13][CH:12]=1, predict the reactants needed to synthesize it. (2) Given the product [Br:7][C:8]1[CH:9]=[C:10]2[C:15](=[CH:16][CH:17]=1)[N:14]=[CH:13][CH:12]=[C:11]2[C:18]1[C:19]([C:20]2[CH:25]=[CH:24][CH:23]=[C:22]([CH3:26])[N:21]=2)=[N:27][N:28]2[CH2:32][CH2:31][CH2:30][C:29]=12, predict the reactants needed to synthesize it. The reactants are: C(=O)([O-])[O-].[Cs+].[Cs+].[Br:7][C:8]1[CH:9]=[C:10]2[C:15](=[CH:16][CH:17]=1)[N:14]=[CH:13][CH:12]=[C:11]2[CH2:18][C:19](=[N:27][N:28]1[CH2:32][CH2:31][CH2:30][C:29]1=O)[C:20]1[CH:25]=[CH:24][CH:23]=[C:22]([CH3:26])[N:21]=1.